Dataset: Forward reaction prediction with 1.9M reactions from USPTO patents (1976-2016). Task: Predict the product of the given reaction. (1) Given the reactants [Br:1][C:2]1[CH:3]=[N:4][C:5]2[C:10]([CH:11]=1)=[CH:9][CH:8]=[C:7]([O:12][CH3:13])[CH:6]=2.C1C=C(Cl)C=C(C(OO)=[O:22])C=1.[O-]S([O-])=O.[Na+].[Na+], predict the reaction product. The product is: [Br:1][C:2]1[CH:3]=[N+:4]([O-:22])[C:5]2[C:10]([CH:11]=1)=[CH:9][CH:8]=[C:7]([O:12][CH3:13])[CH:6]=2. (2) Given the reactants [CH2:1]([O:8][C:9]([NH:11][C@@H:12]([C:16]1[CH:21]=[CH:20][CH:19]=[CH:18][CH:17]=1)[C:13](O)=[O:14])=[O:10])[C:2]1[CH:7]=[CH:6][CH:5]=[CH:4][CH:3]=1.C[N:23]1CCOCC1.ClC(OCC)=O.[OH-].[NH4+], predict the reaction product. The product is: [CH2:1]([O:8][C:9](=[O:10])[NH:11][C@@H:12]([C:16]1[CH:21]=[CH:20][CH:19]=[CH:18][CH:17]=1)[C:13]([NH2:23])=[O:14])[C:2]1[CH:7]=[CH:6][CH:5]=[CH:4][CH:3]=1.